Predict the reactants needed to synthesize the given product. From a dataset of Full USPTO retrosynthesis dataset with 1.9M reactions from patents (1976-2016). (1) Given the product [Cl:1][CH2:2][CH2:3][C:4]1[CH:11]=[CH:10][C:7]([CH:8]=[N:13][OH:14])=[CH:6][CH:5]=1, predict the reactants needed to synthesize it. The reactants are: [Cl:1][CH2:2][CH2:3][C:4]1[CH:11]=[CH:10][C:7]([CH:8]=O)=[CH:6][CH:5]=1.Cl.[NH2:13][OH:14]. (2) The reactants are: [C:1]([C:4]1[CH:8]=[C:7]([C:9]([OH:11])=O)[NH:6][N:5]=1)(=[O:3])[CH3:2].CCN(C(C)C)C(C)C.C1C=CC2N(O)N=NC=2C=1.CCN=C=NCCCN(C)C.Cl.[NH2:43][CH2:44][CH2:45][N:46]1[CH:50]=[CH:49][C:48]([C:51]2[CH:58]=[CH:57][C:54]([C:55]#[N:56])=[C:53]([Cl:59])[CH:52]=2)=[N:47]1. Given the product [C:1]([C:4]1[CH:8]=[C:7]([C:9]([NH:43][CH2:44][CH2:45][N:46]2[CH:50]=[CH:49][C:48]([C:51]3[CH:58]=[CH:57][C:54]([C:55]#[N:56])=[C:53]([Cl:59])[CH:52]=3)=[N:47]2)=[O:11])[NH:6][N:5]=1)(=[O:3])[CH3:2], predict the reactants needed to synthesize it.